This data is from Full USPTO retrosynthesis dataset with 1.9M reactions from patents (1976-2016). The task is: Predict the reactants needed to synthesize the given product. Given the product [OH-:5].[NH4+:14].[O:5]1[CH2:9][CH2:8][CH2:7][CH:6]1[C:10]1[CH:11]=[C:12]([C:13]2([NH2:14])[CH2:2][CH2:1]2)[CH:15]=[CH:16][CH:17]=1, predict the reactants needed to synthesize it. The reactants are: [CH2:1]([Mg]Br)[CH3:2].[O:5]1[CH2:9][CH2:8][CH2:7][CH:6]1[C:10]1[CH:11]=[C:12]([CH:15]=[CH:16][CH:17]=1)[C:13]#[N:14].B(F)(F)F.CCOCC.[OH-].[Na+].